Dataset: Reaction yield outcomes from USPTO patents with 853,638 reactions. Task: Predict the reaction yield, written as a fraction of the theoretical maximum amount of product (1.0 means a 100% yield; for example, 0.34 means a 34% yield). (1) The reactants are [CH:1]([C:3]1[C:4]([C:12]([O:14]C)=O)=[CH:5][N:6]2[C:11]=1[CH2:10][CH2:9][CH2:8][CH2:7]2)=O.[OH-].[NH3+:17][NH2:18]. No catalyst specified. The product is [CH:1]1[C:3]2=[C:11]3[N:6]([CH:5]=[C:4]2[C:12](=[O:14])[NH:18][N:17]=1)[CH2:7][CH2:8][CH2:9][CH2:10]3. The yield is 0.830. (2) The reactants are [I:1][C:2]1[CH:18]=[CH:17][C:5]2[C:6](=[O:16])[CH:7](C(OC)=O)[CH2:8][C:9](=[O:11])[NH:10][C:4]=2[CH:3]=1.Cl. The catalyst is CS(C)=O.O. The product is [I:1][C:2]1[CH:18]=[CH:17][C:5]2[C:6](=[O:16])[CH2:7][CH2:8][C:9](=[O:11])[NH:10][C:4]=2[CH:3]=1. The yield is 0.970. (3) The reactants are Cl[CH:2]([C:32]1[CH:37]=[CH:36][C:35]([O:38][CH2:39][CH2:40][CH2:41][CH2:42][CH2:43][CH2:44][CH2:45][CH2:46][CH2:47][CH2:48][CH2:49][CH2:50][CH2:51][CH2:52][CH2:53][CH2:54][CH2:55][CH2:56][CH2:57][CH2:58][CH2:59][CH3:60])=[CH:34][CH:33]=1)[C:3]1[CH:8]=[CH:7][C:6]([O:9][CH2:10][CH2:11][CH2:12][CH2:13][CH2:14][CH2:15][CH2:16][CH2:17][CH2:18][CH2:19][CH2:20][CH2:21][CH2:22][CH2:23][CH2:24][CH2:25][CH2:26][CH2:27][CH2:28][CH2:29][CH2:30][CH3:31])=[CH:5][CH:4]=1.[CH2:61]([NH2:68])[C:62]1[CH:67]=[CH:66][CH:65]=[CH:64][CH:63]=1.C(N(C(C)C)C(C)C)C. The catalyst is C(Cl)(Cl)Cl. The product is [CH2:61]([NH:68][CH:2]([C:32]1[CH:37]=[CH:36][C:35]([O:38][CH2:39][CH2:40][CH2:41][CH2:42][CH2:43][CH2:44][CH2:45][CH2:46][CH2:47][CH2:48][CH2:49][CH2:50][CH2:51][CH2:52][CH2:53][CH2:54][CH2:55][CH2:56][CH2:57][CH2:58][CH2:59][CH3:60])=[CH:34][CH:33]=1)[C:3]1[CH:8]=[CH:7][C:6]([O:9][CH2:10][CH2:11][CH2:12][CH2:13][CH2:14][CH2:15][CH2:16][CH2:17][CH2:18][CH2:19][CH2:20][CH2:21][CH2:22][CH2:23][CH2:24][CH2:25][CH2:26][CH2:27][CH2:28][CH2:29][CH2:30][CH3:31])=[CH:5][CH:4]=1)[C:62]1[CH:67]=[CH:66][CH:65]=[CH:64][CH:63]=1. The yield is 0.870. (4) The reactants are P(Cl)(Cl)([Cl:3])=O.[CH3:6][O:7][C:8]1[CH:9]=[C:10]2[C:15](=[CH:16][C:17]=1[O:18][CH3:19])[N:14]=[CH:13][NH:12][C:11]2=O. The catalyst is C1(C)C=CC=CC=1. The product is [Cl:3][C:11]1[C:10]2[C:15](=[CH:16][C:17]([O:18][CH3:19])=[C:8]([O:7][CH3:6])[CH:9]=2)[N:14]=[CH:13][N:12]=1. The yield is 0.910.